Dataset: Catalyst prediction with 721,799 reactions and 888 catalyst types from USPTO. Task: Predict which catalyst facilitates the given reaction. Reactant: [CH3:1][N:2]([CH3:17])[CH:3]1[CH2:7][C:6]([CH3:9])([CH3:8])[N:5](CC2C=CC=CC=2)[CH2:4]1.[ClH:18]. Product: [ClH:18].[ClH:18].[CH3:1][N:2]([CH3:17])[CH:3]1[CH2:7][C:6]([CH3:9])([CH3:8])[NH:5][CH2:4]1. The catalyst class is: 19.